This data is from TCR-epitope binding with 47,182 pairs between 192 epitopes and 23,139 TCRs. The task is: Binary Classification. Given a T-cell receptor sequence (or CDR3 region) and an epitope sequence, predict whether binding occurs between them. (1) The epitope is DPFRLLQNSQVFS. The TCR CDR3 sequence is CASVVEQYF. Result: 0 (the TCR does not bind to the epitope). (2) The epitope is RPRGEVRFL. The TCR CDR3 sequence is CASSLRIAGGPDTQYF. Result: 0 (the TCR does not bind to the epitope).